Dataset: Forward reaction prediction with 1.9M reactions from USPTO patents (1976-2016). Task: Predict the product of the given reaction. (1) Given the reactants [Cl:1][C:2]1[CH:3]=[C:4]([OH:12])[CH:5]=[N:6][C:7]=1[O:8][CH:9]([CH3:11])[CH3:10].C(N(CC)CC)C.C1C=CC(N([S:27]([C:30]([F:33])([F:32])[F:31])(=[O:29])=[O:28])[S:27]([C:30]([F:33])([F:32])[F:31])(=[O:29])=[O:28])=CC=1, predict the reaction product. The product is: [F:31][C:30]([F:33])([F:32])[S:27]([O:12][C:4]1[CH:5]=[N:6][C:7]([O:8][CH:9]([CH3:10])[CH3:11])=[C:2]([Cl:1])[CH:3]=1)(=[O:29])=[O:28]. (2) Given the reactants [C:1]([O:5][C:6]([N:8]1[CH2:13][C@@H:12]([N:14]([C:19]([C:21]2[N:22]=[N:23][N:24](C3C=CC=CC=3)[C:25]=2[CH2:26][CH2:27][CH2:28][CH2:29][O:30][CH3:31])=[O:20])[CH2:15][CH:16]([CH3:18])[CH3:17])[CH2:11][C@@H:10](C(O)=O)[CH2:9]1)=[O:7])([CH3:4])([CH3:3])[CH3:2].[C:49]1(P(N=[N+]=[N-])([C:49]2[CH:54]=[CH:53][CH:52]=[CH:51][CH:50]=2)=O)[CH:54]=[CH:53][CH:52]=[CH:51][CH:50]=1.C([N:60](CC)CC)C.[OH-].[Na+], predict the reaction product. The product is: [NH2:60][C@@H:10]1[CH2:11][C@H:12]([N:14]([C:19]([C:21]2[N:22]=[N:23][N:24]([C:49]3[CH:50]=[CH:51][CH:52]=[CH:53][CH:54]=3)[C:25]=2[CH2:26][CH2:27][CH2:28][CH2:29][O:30][CH3:31])=[O:20])[CH2:15][CH:16]([CH3:18])[CH3:17])[CH2:13][N:8]([C:6]([O:5][C:1]([CH3:4])([CH3:3])[CH3:2])=[O:7])[CH2:9]1. (3) Given the reactants ClC1C=C(Cl)C=CC=1C1N=C(CC)C(N[C@H]2[C@@H](OCC)CNC2)=NC=1CC.[CH2:28]([C:30]1[C:31]([NH:38][C@H:39]2[C@@H:43]([O:44][CH2:45][CH2:46][F:47])[CH2:42][N:41](C(OCC3C=CC=CC=3)=O)[CH2:40]2)=[N:32][C:33]([CH2:36][CH3:37])=[CH:34][N:35]=1)[CH3:29], predict the reaction product. The product is: [CH2:28]([C:30]1[C:31]([NH:38][C@H:39]2[C@@H:43]([O:44][CH2:45][CH2:46][F:47])[CH2:42][NH:41][CH2:40]2)=[N:32][C:33]([CH2:36][CH3:37])=[CH:34][N:35]=1)[CH3:29]. (4) Given the reactants [CH3:1][O:2][C:3]1[CH:4]=[C:5]([OH:12])[C:6](=[CH:10][CH:11]=1)[C:7](O)=[O:8].S(Cl)([Cl:15])=O.CN(C=O)C, predict the reaction product. The product is: [OH:12][C:5]1[CH:4]=[C:3]([O:2][CH3:1])[CH:11]=[CH:10][C:6]=1[C:7]([Cl:15])=[O:8].